Task: Predict the product of the given reaction.. Dataset: Forward reaction prediction with 1.9M reactions from USPTO patents (1976-2016) (1) Given the reactants [O:1]=[C:2]1[CH2:11][CH2:10][C:9]2[C:4](=[CH:5][CH:6]=[C:7]([O:12][CH2:13][CH2:14][C@@H:15]3[CH2:20][N:19]([C:21]([O:23][CH2:24][C:25]4[CH:30]=[CH:29][CH:28]=[CH:27][CH:26]=4)=[O:22])[CH2:18][CH2:17][N:16]3[C:31]([O:33][C:34]([CH3:37])([CH3:36])[CH3:35])=[O:32])[CH:8]=2)[NH:3]1.[H-].[Na+].Br[CH2:41][CH2:42][CH2:43][O:44][CH3:45].C(=O)([O-])O.[Na+], predict the reaction product. The product is: [CH3:45][O:44][CH2:43][CH2:42][CH2:41][N:3]1[C:4]2[C:9](=[CH:8][C:7]([O:12][CH2:13][CH2:14][C@@H:15]3[CH2:20][N:19]([C:21]([O:23][CH2:24][C:25]4[CH:26]=[CH:27][CH:28]=[CH:29][CH:30]=4)=[O:22])[CH2:18][CH2:17][N:16]3[C:31]([O:33][C:34]([CH3:37])([CH3:36])[CH3:35])=[O:32])=[CH:6][CH:5]=2)[CH2:10][CH2:11][C:2]1=[O:1]. (2) The product is: [CH:21]1([NH:27][C:2]2[C:11]3[C:6](=[C:7]([O:12][C:13]([F:16])([F:15])[F:14])[CH:8]=[CH:9][CH:10]=3)[N:5]=[CH:4][C:3]=2[S:17][CH2:18][CH2:19][CH3:20])[CH2:26][CH2:25][CH2:24][CH2:23][CH2:22]1. Given the reactants Cl[C:2]1[C:11]2[C:6](=[C:7]([O:12][C:13]([F:16])([F:15])[F:14])[CH:8]=[CH:9][CH:10]=2)[N:5]=[CH:4][C:3]=1[S:17][CH2:18][CH2:19][CH3:20].[CH:21]1([NH2:27])[CH2:26][CH2:25][CH2:24][CH2:23][CH2:22]1, predict the reaction product. (3) Given the reactants C[N:2](C)/[CH:3]=[CH:4]/[C:5]([C:7]1[C:12](=[O:13])[CH:11]=[CH:10][N:9]([C:14]2[CH:19]=[CH:18][CH:17]=[CH:16][CH:15]=2)[N:8]=1)=O.[Cl:21][C:22]1[CH:27]=[CH:26][C:25]([NH:28]N)=[CH:24][CH:23]=1.Cl, predict the reaction product. The product is: [Cl:21][C:22]1[CH:27]=[CH:26][C:25]([N:28]2[C:5]([C:7]3[C:12](=[O:13])[CH:11]=[CH:10][N:9]([C:14]4[CH:19]=[CH:18][CH:17]=[CH:16][CH:15]=4)[N:8]=3)=[CH:4][CH:3]=[N:2]2)=[CH:24][CH:23]=1. (4) Given the reactants [CH2:1]([O:3][C:4]([C:6]1[C:13]2[C:12]([CH3:15])([CH3:14])[O:11][C:10]([CH3:17])([CH3:16])[C:9]=2[S:8][C:7]=1[NH2:18])=[O:5])[CH3:2].[F:19][C:20]1[CH:21]=[CH:22][C:23]([C:29]([F:32])([F:31])[F:30])=[C:24]([CH:28]=1)[C:25](Cl)=[O:26], predict the reaction product. The product is: [F:19][C:20]1[CH:21]=[CH:22][C:23]([C:29]([F:30])([F:31])[F:32])=[C:24]([CH:28]=1)[C:25]([NH:18][C:7]1[S:8][C:9]2[C:10]([CH3:17])([CH3:16])[O:11][C:12]([CH3:15])([CH3:14])[C:13]=2[C:6]=1[C:4]([O:3][CH2:1][CH3:2])=[O:5])=[O:26]. (5) The product is: [O:1]=[C:2]1[N:7]2[N:8]=[CH:9][CH:10]=[C:6]2[NH:5][CH:4]=[C:3]1[C:11]([OH:13])=[O:12]. Given the reactants [O:1]=[C:2]1[N:7]2[N:8]=[CH:9][CH:10]=[C:6]2[NH:5][CH:4]=[C:3]1[C:11]([O:13]CC)=[O:12].[OH-].[Na+].Cl, predict the reaction product. (6) Given the reactants [NH2:1][C:2]1[C:3]([C:12]([N:14]([CH2:26][CH2:27][CH2:28][CH3:29])[CH2:15][C:16]([O:18][CH2:19][C:20]2[CH:25]=[CH:24][CH:23]=[CH:22][CH:21]=2)=[O:17])=[O:13])=[CH:4][C:5]2[C:10]([CH:11]=1)=[CH:9][CH:8]=[CH:7][CH:6]=2.C(N(CC)CC)C.[Cl:37][C:38]1[CH:43]=[CH:42][CH:41]=[C:40]([Cl:44])[C:39]=1[N:45]=[C:46]=[O:47], predict the reaction product. The product is: [CH2:26]([N:14]([C:12]([C:3]1[C:2]([NH:1][C:46]([NH:45][C:39]2[C:40]([Cl:44])=[CH:41][CH:42]=[CH:43][C:38]=2[Cl:37])=[O:47])=[CH:11][C:10]2[C:5](=[CH:6][CH:7]=[CH:8][CH:9]=2)[CH:4]=1)=[O:13])[CH2:15][C:16]([O:18][CH2:19][C:20]1[CH:25]=[CH:24][CH:23]=[CH:22][CH:21]=1)=[O:17])[CH2:27][CH2:28][CH3:29].